This data is from Reaction yield outcomes from USPTO patents with 853,638 reactions. The task is: Predict the reaction yield, written as a fraction of the theoretical maximum amount of product (1.0 means a 100% yield; for example, 0.34 means a 34% yield). The reactants are C[O:2][C:3](=[O:22])[CH:4]([C:11]1[CH:16]=[CH:15][C:14]([S:17]([CH3:20])(=[O:19])=[O:18])=[C:13]([Br:21])[CH:12]=1)[CH2:5][CH:6]1[CH2:10][CH2:9][CH2:8][CH2:7]1.[OH-].[Na+]. The catalyst is CO. The product is [Br:21][C:13]1[CH:12]=[C:11]([CH:4]([CH2:5][CH:6]2[CH2:10][CH2:9][CH2:8][CH2:7]2)[C:3]([OH:22])=[O:2])[CH:16]=[CH:15][C:14]=1[S:17]([CH3:20])(=[O:19])=[O:18]. The yield is 0.890.